Dataset: Full USPTO retrosynthesis dataset with 1.9M reactions from patents (1976-2016). Task: Predict the reactants needed to synthesize the given product. (1) Given the product [OH:21][CH2:20][C:19]([C:18]1[CH:17]=[CH:16][C:5]([C:6]([O:8][CH2:9][C:10]2[CH:11]=[CH:12][CH:13]=[CH:14][CH:15]=2)=[O:7])=[CH:4][C:3]=1[O:2][CH3:1])([CH3:22])[CH3:23], predict the reactants needed to synthesize it. The reactants are: [CH3:1][O:2][C:3]1[CH:4]=[C:5]([CH:16]=[CH:17][C:18]=1[C:19]([CH3:23])([CH3:22])[CH:20]=[O:21])[C:6]([O:8][CH2:9][C:10]1[CH:15]=[CH:14][CH:13]=[CH:12][CH:11]=1)=[O:7].[BH4-].[Na+]. (2) Given the product [F:8][C:5]1[CH:4]=[C:3]2[C:2]([N:1]=[C:27]([C:26]([F:35])([F:34])[F:25])[C:28]([OH:29])=[N:9]2)=[CH:7][CH:6]=1, predict the reactants needed to synthesize it. The reactants are: [NH2:1][C:2]1[CH:7]=[CH:6][C:5]([F:8])=[CH:4][C:3]=1[NH2:9].C1(C)C=CC(S(O)(=O)=O)=CC=1.ClC(Cl)C.[F:25][C:26]([F:35])([F:34])[C:27](=O)[C:28](OCC)=[O:29]. (3) Given the product [Br:14][C:15]1[C:16]([CH2:12][CH3:13])=[C:17]2[CH:23]=[CH:22][N:21]([S:24]([C:27]3[CH:32]=[CH:31][C:30]([CH3:33])=[CH:29][CH:28]=3)(=[O:25])=[O:26])[C:18]2=[N:19][CH:20]=1, predict the reactants needed to synthesize it. The reactants are: C(=O)([O-])[O-].[K+].[K+].C(B([CH2:12][CH3:13])CC)C.[Br:14][C:15]1[C:16](I)=[C:17]2[CH:23]=[CH:22][N:21]([S:24]([C:27]3[CH:32]=[CH:31][C:30]([CH3:33])=[CH:29][CH:28]=3)(=[O:26])=[O:25])[C:18]2=[N:19][CH:20]=1.